From a dataset of Forward reaction prediction with 1.9M reactions from USPTO patents (1976-2016). Predict the product of the given reaction. Given the reactants [CH3:1][O:2][C:3]1[CH:4]=[C:5]([NH:11][C:12]([C:14]2[C:18]3[N:19]=[CH:20][N:21]=[C:22]([S:23][CH3:24])[C:17]=3[S:16][CH:15]=2)=[O:13])[CH:6]=[C:7]([O:9][CH3:10])[CH:8]=1.C1C=C(Cl)C=C(C(OO)=[O:33])C=1.C(=O)(O)[O-].[Na+], predict the reaction product. The product is: [CH3:1][O:2][C:3]1[CH:4]=[C:5]([NH:11][C:12]([C:14]2[C:18]3[N:19]=[CH:20][N:21]=[C:22]([S:23]([CH3:24])=[O:33])[C:17]=3[S:16][CH:15]=2)=[O:13])[CH:6]=[C:7]([O:9][CH3:10])[CH:8]=1.